Dataset: Cav3 T-type calcium channel HTS with 100,875 compounds. Task: Binary Classification. Given a drug SMILES string, predict its activity (active/inactive) in a high-throughput screening assay against a specified biological target. (1) The drug is n12c3C(NCCC2)CCCc3c2c1ccc(C1CCCCC1)c2. The result is 0 (inactive). (2) The drug is s1c(NC(=O)CCC(=O)N(Cc2ccc(OC)cc2)CC(=O)NCc2occc2)ncc1. The result is 0 (inactive). (3) The compound is Clc1cc(CS(=O)(=O)CCC(O)=O)ccc1. The result is 0 (inactive). (4) The molecule is Clc1ccc(S(=O)(=O)N2CCN(CC2)C(=O)CSc2n3c(cc(nc3nn2)C)C)cc1. The result is 0 (inactive). (5) The drug is S1CC(=Nn2c(nnc12)c1[nH]nc(c1)c1ccccc1)c1ccc(cc1)c1ccccc1. The result is 0 (inactive).